Task: Predict which catalyst facilitates the given reaction.. Dataset: Catalyst prediction with 721,799 reactions and 888 catalyst types from USPTO (1) Reactant: [CH3:1][C:2]1[N:3]=[N:4][N:5]([CH3:43])[C:6]=1[C:7]1[CH:19]=[N:18][C:17]2[C:16]3[CH:15]=[CH:14][C:13]([NH:20][C:21](=[O:29])[O:22][CH2:23][CH2:24]C(F)(F)F)=[CH:12][C:11]=3[N:10]([C@@H:30]([CH:37]3[CH2:42][CH2:41][O:40][CH2:39][CH2:38]3)[C:31]3[CH:36]=[CH:35][CH:34]=[CH:33][CH:32]=3)[C:9]=2[CH:8]=1.CCO.C(O)(C(F)(F)F)=O. Product: [CH3:1][C:2]1[N:3]=[N:4][N:5]([CH3:43])[C:6]=1[C:7]1[CH:19]=[N:18][C:17]2[C:16]3[CH:15]=[CH:14][C:13]([NH:20][C:21](=[O:29])[O:22][CH2:23][CH3:24])=[CH:12][C:11]=3[N:10]([C@@H:30]([CH:37]3[CH2:38][CH2:39][O:40][CH2:41][CH2:42]3)[C:31]3[CH:36]=[CH:35][CH:34]=[CH:33][CH:32]=3)[C:9]=2[CH:8]=1. The catalyst class is: 192. (2) Reactant: [C:1]([O:4][C@@H:5]1[CH2:22][CH2:21][C@@:20]2([CH3:23])[C:7](=[CH:8][CH2:9][C@@H:10]3[C@@H:19]2[CH2:18][CH2:17][C@@:15]2([CH3:16])[C@H:11]3[CH2:12][C:13]([CH:25]=[O:26])=[C:14]2Cl)[CH2:6]1)(=[O:3])[CH3:2].[N:27]1[C:31]2[CH:32]=[CH:33][CH:34]=[CH:35][C:30]=2[NH:29][CH:28]=1.C(=O)([O-])[O-].[K+].[K+].O. Product: [C:1]([O:4][C@@H:5]1[CH2:22][CH2:21][C@@:20]2([CH3:23])[C:7](=[CH:8][CH2:9][C@@H:10]3[C@@H:19]2[CH2:18][CH2:17][C@@:15]2([CH3:16])[C@H:11]3[CH2:12][C:13]([CH:25]=[O:26])=[C:14]2[N:27]2[C:31]3[CH:32]=[CH:33][CH:34]=[CH:35][C:30]=3[N:29]=[CH:28]2)[CH2:6]1)(=[O:3])[CH3:2]. The catalyst class is: 9. (3) Reactant: CN(C)/[CH:3]=[CH:4]/[C:5]([C:7]1[S:11][C:10]([N:12]=CN(C)C)=[N:9][C:8]=1[CH3:17])=O.[Cl:19][C:20]1[CH:25]=[CH:24][CH:23]=[C:22]([Cl:26])[C:21]=1[CH2:27][C:28]([NH2:30])=[NH:29].COCCO.[OH-].[Na+]. Product: [Cl:19][C:20]1[CH:25]=[CH:24][CH:23]=[C:22]([Cl:26])[C:21]=1[CH2:27][C:28]1[N:30]=[C:5]([C:7]2[S:11][C:10]([NH2:12])=[N:9][C:8]=2[CH3:17])[CH:4]=[CH:3][N:29]=1. The catalyst class is: 6.